Dataset: Reaction yield outcomes from USPTO patents with 853,638 reactions. Task: Predict the reaction yield, written as a fraction of the theoretical maximum amount of product (1.0 means a 100% yield; for example, 0.34 means a 34% yield). (1) The reactants are C([O:3][C:4]([C:6]1[C:7]([S:17][CH3:18])=[N:8][C:9]2[C:14]([C:15]=1[OH:16])=[CH:13][CH:12]=[CH:11][CH:10]=2)=[O:5])C.Cl. The catalyst is [OH-].[Na+]. The product is [CH3:18][S:17][C:7]1[NH:8][C:9]2[C:14]([C:15](=[O:16])[C:6]=1[C:4]([OH:5])=[O:3])=[CH:13][CH:12]=[CH:11][CH:10]=2. The yield is 0.850. (2) The reactants are [H-].[Na+].C(OP([CH2:11][C:12]([O:14][CH2:15][CH3:16])=[O:13])(OCC)=O)C.[CH2:17]([C@H:19]1[C@@H:23]([C:24]2[N:28]3[C:29]4[CH:35]=[CH:34][N:33]([S:36]([C:39]5[CH:45]=[CH:44][C:42]([CH3:43])=[CH:41][CH:40]=5)(=[O:38])=[O:37])[C:30]=4[N:31]=[CH:32][C:27]3=[N:26][N:25]=2)[CH2:22][C:21](=O)[CH2:20]1)[CH3:18].C([O-])(O)=O.[Na+]. The catalyst is C1COCC1.CCOC(C)=O. The product is [CH2:17]([C@H:19]1[C@@H:23]([C:24]2[N:28]3[C:29]4[CH:35]=[CH:34][N:33]([S:36]([C:39]5[CH:40]=[CH:41][C:42]([CH3:43])=[CH:44][CH:45]=5)(=[O:37])=[O:38])[C:30]=4[N:31]=[CH:32][C:27]3=[N:26][N:25]=2)[CH2:22][C:21](=[CH:11][C:12]([O:14][CH2:15][CH3:16])=[O:13])[CH2:20]1)[CH3:18]. The yield is 0.890. (3) The reactants are [F:1][C:2]1[CH:7]=[CH:6][C:5]([C:8]2[C:13]([C:14]3[CH:19]=[CH:18][N:17]=[CH:16][CH:15]=3)=[C:12]([C:20]3[CH:25]=[CH:24][C:23]([F:26])=[CH:22][CH:21]=3)[N:11]=[C:10]3[NH:27][N:28]=[CH:29][C:9]=23)=[CH:4][CH:3]=1.[OH-].[K+].Br[CH2:33][CH2:34][CH2:35][O:36][CH:37]1[CH2:42][CH2:41][CH2:40][CH2:39][O:38]1.O. The catalyst is C1(C)C=CC=CC=1.CCOC(C)=O. The product is [F:1][C:2]1[CH:7]=[CH:6][C:5]([C:8]2[C:9]3[C:10](=[N:27][N:28]([CH2:33][CH2:34][CH2:35][O:36][CH:37]4[CH2:42][CH2:41][CH2:40][CH2:39][O:38]4)[CH:29]=3)[N:11]=[C:12]([C:20]3[CH:25]=[CH:24][C:23]([F:26])=[CH:22][CH:21]=3)[C:13]=2[C:14]2[CH:15]=[CH:16][N:17]=[CH:18][CH:19]=2)=[CH:4][CH:3]=1. The yield is 0.540. (4) The reactants are C([O:3][C:4](=[O:20])[CH2:5][N:6]([C:8](=[O:19])[CH2:9][N:10]([C:12]([O:14][C:15]([CH3:18])([CH3:17])[CH3:16])=[O:13])[CH3:11])[CH3:7])C.[Li+].[OH-]. The catalyst is O.C1COCC1. The product is [C:15]([O:14][C:12]([N:10]([CH3:11])[CH2:9][C:8]([N:6]([CH2:5][C:4]([OH:20])=[O:3])[CH3:7])=[O:19])=[O:13])([CH3:18])([CH3:17])[CH3:16]. The yield is 0.900.